Dataset: Catalyst prediction with 721,799 reactions and 888 catalyst types from USPTO. Task: Predict which catalyst facilitates the given reaction. (1) Reactant: C([O:3][C:4]([C:6]1[S:10][C:9]([C:11]2[CH:12]=[CH:13][C:14]3[O:18][CH2:17][CH2:16][C:15]=3[CH:19]=2)=[N:8][C:7]=1[NH:20][C:21]1[CH:26]=[CH:25][CH:24]=[CH:23][C:22]=1[Cl:27])=[O:5])C.[OH-].[Na+].C1COCC1.Cl. Product: [Cl:27][C:22]1[CH:23]=[CH:24][CH:25]=[CH:26][C:21]=1[NH:20][C:7]1[N:8]=[C:9]([C:11]2[CH:12]=[CH:13][C:14]3[O:18][CH2:17][CH2:16][C:15]=3[CH:19]=2)[S:10][C:6]=1[C:4]([OH:5])=[O:3]. The catalyst class is: 14. (2) Reactant: [Br:1][C:2]1[CH:16]=[CH:15][C:5]([O:6][CH2:7][C:8]2(C(O)=O)[CH2:11][O:10][CH2:9]2)=[CH:4][CH:3]=1.[CH2:17]([OH:24])[C:18]1[CH:23]=[CH:22][CH:21]=[CH:20][CH:19]=1.C1C=CC(P(N=[N+]=[N-])(C2C=CC=CC=2)=[O:32])=CC=1.C([N:44]([CH2:47]C)CC)C. Product: [CH2:17]([O:24][C:47](=[O:32])[NH:44][C:8]1([CH2:7][O:6][C:5]2[CH:4]=[CH:3][C:2]([Br:1])=[CH:16][CH:15]=2)[CH2:9][O:10][CH2:11]1)[C:18]1[CH:23]=[CH:22][CH:21]=[CH:20][CH:19]=1. The catalyst class is: 11.